The task is: Predict which catalyst facilitates the given reaction.. This data is from Catalyst prediction with 721,799 reactions and 888 catalyst types from USPTO. (1) Reactant: F[C:2]1[C:7]([CH3:8])=[CH:6][CH:5]=[CH:4][C:3]=1[N+:9]([O-:11])=[O:10].[C:12]([O:16][C:17]([NH:19][NH2:20])=[O:18])([CH3:15])([CH3:14])[CH3:13]. Product: [CH3:8][C:7]1[CH:6]=[CH:5][CH:4]=[C:3]([N+:9]([O-:11])=[O:10])[C:2]=1[N:19]([C:17]([O:16][C:12]([CH3:15])([CH3:14])[CH3:13])=[O:18])[NH2:20]. The catalyst class is: 16. (2) Reactant: C([O:5][P:6]([CH:13]([C:15]1[C:20]([CH3:21])=[CH:19][N:18]=[C:17]([CH3:22])[C:16]=1[O:23]CC1C=CC=CC=1)[OH:14])(=[O:12])[O:7]C(C)(C)C)(C)(C)C. Product: [OH:14][CH:13]([P:6](=[O:5])([OH:7])[OH:12])[C:15]1[C:20]([CH3:21])=[CH:19][N:18]=[C:17]([CH3:22])[C:16]=1[OH:23]. The catalyst class is: 19. (3) Reactant: BrC1C=CC(O)=C(C2C=[CH:16][C:15]3[C:10](=[CH:11][CH:12]=[C:13]([C:18]4[N:22]([CH:23]5[CH2:28][CH2:27][CH2:26][CH2:25][CH2:24]5)[C:21]5[CH:29]=[CH:30][C:31]([C:33]([OH:35])=[O:34])=[CH:32][C:20]=5[N:19]=4)[CH:14]=3)[N:9]=2)C=1.[CH3:37][O:38][C:39]1[CH:40]=[C:41]([C:47](=O)[CH3:48])[CH:42]=[C:43]([O:45][CH3:46])[CH:44]=1.[OH-].[K+]. Product: [CH:23]1([N:22]2[C:21]3[CH:29]=[CH:30][C:31]([C:33]([OH:35])=[O:34])=[CH:32][C:20]=3[N:19]=[C:18]2[C:13]2[CH:14]=[C:15]3[C:10](=[CH:11][CH:12]=2)[N:9]=[C:47]([C:41]2[CH:40]=[C:39]([O:38][CH3:37])[CH:44]=[C:43]([O:45][CH3:46])[CH:42]=2)[CH:48]=[CH:16]3)[CH2:24][CH2:25][CH2:26][CH2:27][CH2:28]1. The catalyst class is: 8. (4) Reactant: CC(C[AlH]CC(C)C)C.[S:10]1[C:18]2[CH2:17][CH2:16][N:15]([C:19]([O:21][C:22]([CH3:25])([CH3:24])[CH3:23])=[O:20])[CH2:14][C:13]=2[CH:12]=[C:11]1[C:26](OC)=[O:27].CO.[Cl-].[Na+]. Product: [OH:27][CH2:26][C:11]1[S:10][C:18]2[CH2:17][CH2:16][N:15]([C:19]([O:21][C:22]([CH3:25])([CH3:24])[CH3:23])=[O:20])[CH2:14][C:13]=2[CH:12]=1. The catalyst class is: 11.